From a dataset of Full USPTO retrosynthesis dataset with 1.9M reactions from patents (1976-2016). Predict the reactants needed to synthesize the given product. (1) Given the product [C:12]([O:11][C:9]([N:16]1[CH2:22][CH2:21][C:20](=[O:24])[NH:19][CH2:18][CH2:17]1)=[O:10])([CH3:13])([CH3:14])[CH3:15], predict the reactants needed to synthesize it. The reactants are: [C:9](O[C:9]([O:11][C:12]([CH3:15])([CH3:14])[CH3:13])=[O:10])([O:11][C:12]([CH3:15])([CH3:14])[CH3:13])=[O:10].[NH:16]1[CH2:22][CH2:21][CH2:20][NH:19][CH2:18][C:17]1=O.[O:24]1CCCC1. (2) Given the product [Cl:28][C:22]1[C:23]([Cl:27])=[CH:24][CH:25]=[CH:26][C:21]=1[S:18]([NH:17][C:13]1[C:12]([O:8][CH2:7][C:2]2[CH:3]=[CH:4][CH:5]=[CH:6][N:1]=2)=[N:11][CH:10]=[C:15]([Cl:16])[N:14]=1)(=[O:20])=[O:19], predict the reactants needed to synthesize it. The reactants are: [N:1]1[CH:6]=[CH:5][CH:4]=[CH:3][C:2]=1[CH2:7][OH:8].Br[C:10]1[N:11]=[CH:12][C:13]([NH:17][S:18]([C:21]2[CH:26]=[CH:25][CH:24]=[C:23]([Cl:27])[C:22]=2[Cl:28])(=[O:20])=[O:19])=[N:14][C:15]=1[Cl:16]. (3) Given the product [Cl:1][C:2]1[N:3]=[C:4]([NH:21][CH3:22])[C:5]2[CH:19]=[CH:20][CH2:9][C:8]([C:13]3[CH:18]=[CH:17][CH:16]=[CH:15][CH:14]=3)([OH:12])[C:6]=2[N:7]=1, predict the reactants needed to synthesize it. The reactants are: [Cl:1][C:2]1[N:7]=[C:6]([C:8]([C:13]2[CH:18]=[CH:17][CH:16]=[CH:15][CH:14]=2)([OH:12])[CH2:9]C=C)[C:5]([CH:19]=[CH2:20])=[C:4]([NH:21][CH3:22])[N:3]=1.